Dataset: B-cell epitopes from IEDB database with 3,159 antigens for binding position prediction. Task: Token-level Classification. Given an antigen amino acid sequence, predict which amino acid positions are active epitope sites capable of antibody binding. Output is a list of indices for active positions. (1) Given the antigen sequence: MVTIPPLVSRWFPVCGFRVCKISSPFAFTTPRWPHNDVYIGLPITLLHFPAHFQKFSQPAEISDKRYRVLLCNGHQTPALQQGTHSSRQVTPLSLRSRSSTFNK, which amino acid positions are active epitope sites? The epitope positions are: [84, 85, 86, 87, 88, 89, 90, 91, 92, 93, 94]. The amino acids at these positions are: HSSRQVTPLSL. (2) Given the antigen sequence: MNTQILVFALMAIIPTNADKICLGHHAVSNGTKVNTLTERGVEVVNATETVERTNVPRICSKGKRTVDLGQCGLLGTITGPPQCDQFLEFSADLIIERREGSDVCYPGKFVNEEALRQILRESGGIDKETMGFTYSGIRTNGATSACRRSGSSFYAEMKWLLSNTDNAAFPQMTKSYKNTRKDPALIIWGIHHSGSTTEQTKLYGSGNKLITVGSSNYQQSFVPSPGARPQVNGQSGRIDFHWLILNPNDTVTFSFNGAFIAPDRASFLRGKSMGIQSGVQVDANCEGDCYHSGGTIISNLPFQNINSRAVGKCPRYVKQESLLLATGMKNVPEIPKGRGLFGAIAGFIENGWEGLIDGWYGFRHQNAQGEGTAADYKSTQSAIDQITGKLNRLIEKTNQQFELIDNEFTEVEKQIGNVINWTRDSMTEVWSYNAELLVAMENQHTIDLADSEMNKLYERVKRQLRENAEEDGTGCFEIFHKCDDDCMASIRNNTYDHSK..., which amino acid positions are active epitope sites? The epitope positions are: [148, 149, 150, 151, 152, 153, 154, 155, 156, 157, 158]. The amino acids at these positions are: RSGSSFYAEMK. (3) Given the antigen sequence: MSKKPGGPGKSRAVNMLKRGMPRVLSLTGLKRAMLSLIDGRGPTRFVLALLAFFRFTAIAPTRAVLDRWRSVNKQTAMKHLLSFKKELGTLTSAINRRSSKQKKRGGKTGIAFMIGLIAGVGAVTLSNFQGKVMMTVNATDVTDIITIPPAAGKNLCIVRAMDVGHMCDDTITYECPVLSAGNDPEDIDCWCTKLAVYVRYGRCTKTRHSRRSRRSLTVQTHGESTLSNKKGAWMDSTKATRYLVKTESWILRNPGYALVAAVIGWMLGSNTMQRVVFAVLLLLVAPAYSFNCLGMSNRDFLEGVSGATWVDLVLEGDSCVTIMSKDKPTIDVKMMNMEAANLAEVRSYCYLATVSELSTKAACPTMGEAHNDKRADPSFVCKQGVVDRGWGNGCGLFGKGSIDTCAKFACSTKATGRTILKENIKYEVAIFVHGPTTVESHGNYFTQTGAAQAGRFSITPAAPSYTLKLGEYGEVTVDCEPRSGIDTSAYYVMTVGTKT..., which amino acid positions are active epitope sites? The epitope positions are: [811, 812, 813, 814, 815, 816, 817, 818, 819, 820, 821, 822, 823, 824, 825, 826]. The amino acids at these positions are: IHNDVEAWIDRYKYYP.